Predict the reactants needed to synthesize the given product. From a dataset of Full USPTO retrosynthesis dataset with 1.9M reactions from patents (1976-2016). (1) The reactants are: [OH:1][C@H:2]([C@H:4]([N:14]1[CH:18]=[C:17]([C:19]([NH2:21])=[O:20])[N:16]=[CH:15]1)[CH2:5][CH2:6][C:7]1[CH:12]=[CH:11][CH:10]=[CH:9][C:8]=1[OH:13])[CH3:3].[ClH:22].[CH3:23][N:24]([CH3:29])[CH2:25][CH2:26][CH2:27][Cl:28].C(=O)([O-])[O-].[K+].[K+]. Given the product [ClH:28].[ClH:22].[OH:1][C@H:2]([C@H:4]([N:14]1[CH:18]=[C:17]([C:19]([NH2:21])=[O:20])[N:16]=[CH:15]1)[CH2:5][CH2:6][C:7]1[CH:12]=[CH:11][CH:10]=[CH:9][C:8]=1[O:13][CH2:27][CH2:26][CH2:25][N:24]([CH3:29])[CH3:23])[CH3:3], predict the reactants needed to synthesize it. (2) Given the product [NH:8]1[CH2:9][CH2:10][CH:11]([N:14]2[CH2:19][CH2:18][CH:17]([N:20]3[C:24]4=[N:25][CH:26]=[N:27][C:28]([NH2:29])=[C:23]4[C:22]([C:30]4[CH:35]=[CH:34][C:33]([O:36][C:37]5[CH:42]=[CH:41][CH:40]=[CH:39][CH:38]=5)=[CH:32][CH:31]=4)=[N:21]3)[CH2:16][CH2:15]2)[CH2:12][CH2:13]1, predict the reactants needed to synthesize it. The reactants are: C(OC([N:8]1[CH2:13][CH2:12][CH:11]([N:14]2[CH2:19][CH2:18][CH:17]([N:20]3[C:24]4=[N:25][CH:26]=[N:27][C:28]([NH2:29])=[C:23]4[C:22]([C:30]4[CH:35]=[CH:34][C:33]([O:36][C:37]5[CH:42]=[CH:41][CH:40]=[CH:39][CH:38]=5)=[CH:32][CH:31]=4)=[N:21]3)[CH2:16][CH2:15]2)[CH2:10][CH2:9]1)=O)(C)(C)C. (3) Given the product [Cl:8][C:5]1[CH:6]=[CH:7][C:2]([NH:1][CH2:27][C:26]2[CH:29]=[CH:30][C:31]([O:33][CH3:34])=[CH:32][C:25]=2[O:24][CH3:23])=[C:3]([CH:9]([C:11]2[CH:16]=[CH:15][CH:14]=[C:13]([O:17][CH2:18][CH3:19])[C:12]=2[O:20][CH2:21][CH3:22])[OH:10])[CH:4]=1, predict the reactants needed to synthesize it. The reactants are: [NH2:1][C:2]1[CH:7]=[CH:6][C:5]([Cl:8])=[CH:4][C:3]=1[CH:9]([C:11]1[CH:16]=[CH:15][CH:14]=[C:13]([O:17][CH2:18][CH3:19])[C:12]=1[O:20][CH2:21][CH3:22])[OH:10].[CH3:23][O:24][C:25]1[CH:32]=[C:31]([O:33][CH3:34])[CH:30]=[CH:29][C:26]=1[CH:27]=O.[BH4-].[Na+].